This data is from Reaction yield outcomes from USPTO patents with 853,638 reactions. The task is: Predict the reaction yield, written as a fraction of the theoretical maximum amount of product (1.0 means a 100% yield; for example, 0.34 means a 34% yield). (1) The reactants are [NH2:1][CH2:2][C:3]1([C:6]#[N:7])[CH2:5][CH2:4]1.[Br:8][C:9]1[N:10]=[C:11]([CH:29]2[CH2:31][CH2:30]2)[N:12]([CH2:21][O:22][CH2:23][CH2:24][Si:25]([CH3:28])([CH3:27])[CH3:26])[C:13]=1[C:14]1[CH:19]=[CH:18][N:17]=[C:16](Cl)[N:15]=1.CCN(C(C)C)C(C)C.C([O-])([O-])=O.[Na+].[Na+]. The catalyst is CN1C(=O)CCC1. The product is [Br:8][C:9]1[N:10]=[C:11]([CH:29]2[CH2:31][CH2:30]2)[N:12]([CH2:21][O:22][CH2:23][CH2:24][Si:25]([CH3:26])([CH3:27])[CH3:28])[C:13]=1[C:14]1[CH:19]=[CH:18][N:17]=[C:16]([NH:7][CH2:6][C:3]2([C:2]#[N:1])[CH2:5][CH2:4]2)[N:15]=1. The yield is 0.660. (2) The yield is 0.780. The catalyst is CN(C=O)C.C(OCC)(=O)C. The product is [NH:18]1[C:26]2[C:21](=[CH:22][C:23]([NH:27][C:2]3[CH:7]=[C:6]([C:8]([F:11])([F:10])[F:9])[N:5]=[C:4]([C:12]4[CH:13]=[N:14][CH:15]=[CH:16][CH:17]=4)[N:3]=3)=[CH:24][CH:25]=2)[CH:20]=[CH:19]1. The reactants are Cl[C:2]1[CH:7]=[C:6]([C:8]([F:11])([F:10])[F:9])[N:5]=[C:4]([C:12]2[CH:13]=[N:14][CH:15]=[CH:16][CH:17]=2)[N:3]=1.[NH:18]1[C:26]2[C:21](=[CH:22][C:23]([NH2:27])=[CH:24][CH:25]=2)[CH:20]=[CH:19]1.C(=O)([O-])[O-].[K+].[K+]. (3) The reactants are [Cl:1][C:2]1[N:3]=[CH:4][C:5]2[N:11]([CH3:12])[C:10](=[O:13])[CH2:9][CH2:8][N:7]([CH:14]3[CH2:18][CH2:17][CH2:16][CH2:15]3)[C:6]=2[N:19]=1.C([N-]C(C)C)(C)C.[Li+].[CH:28](=[O:30])[CH3:29].C(OCC)(=O)C. The catalyst is O1CCCC1. The product is [Cl:1][C:2]1[N:3]=[CH:4][C:5]2[N:11]([CH3:12])[C:10](=[O:13])[CH:9]([CH:28]([OH:30])[CH3:29])[CH2:8][N:7]([CH:14]3[CH2:18][CH2:17][CH2:16][CH2:15]3)[C:6]=2[N:19]=1. The yield is 0.860. (4) The reactants are C[O:2][C:3]1[CH:4]=[C:5]([CH:23]=[C:24]([O:28]C)[C:25]=1[O:26]C)[C:6]([NH:8][C:9]1[S:10][C:11]([CH3:22])=[C:12]([C:14]2[CH:19]=[CH:18][C:17]([O:20]C)=[CH:16][CH:15]=2)[N:13]=1)=[O:7].B(Br)(Br)Br. No catalyst specified. The product is [OH:2][C:3]1[CH:4]=[C:5]([CH:23]=[C:24]([OH:28])[C:25]=1[OH:26])[C:6]([NH:8][C:9]1[S:10][C:11]([CH3:22])=[C:12]([C:14]2[CH:19]=[CH:18][C:17]([OH:20])=[CH:16][CH:15]=2)[N:13]=1)=[O:7]. The yield is 0.605.